Dataset: Full USPTO retrosynthesis dataset with 1.9M reactions from patents (1976-2016). Task: Predict the reactants needed to synthesize the given product. Given the product [CH3:1][O:2][C:3]([C:4]1[C:5]([CH3:6])=[N:7][O:10][C:9]=1[C:11]1[CH:20]=[CH:19][C:18]2[C:13](=[CH:14][CH:15]=[C:16]([Br:21])[CH:17]=2)[CH:12]=1)=[O:22], predict the reactants needed to synthesize it. The reactants are: [CH3:1][O:2][C:3](=[O:22])[CH:4]([C:9]([C:11]1[CH:20]=[CH:19][C:18]2[C:13](=[CH:14][CH:15]=[C:16]([Br:21])[CH:17]=2)[CH:12]=1)=[O:10])/[C:5](=[N:7]/C)/[CH3:6].Cl.NO.